This data is from Catalyst prediction with 721,799 reactions and 888 catalyst types from USPTO. The task is: Predict which catalyst facilitates the given reaction. (1) Reactant: [Cl:1][C:2]1[N:3]=[C:4](Cl)[C:5]2[C:10]([I:11])=[CH:9][N:8]([S:12]([C:15]3[CH:21]=[CH:20][C:18]([CH3:19])=[CH:17][CH:16]=3)(=[O:14])=[O:13])[C:6]=2[N:7]=1.[F:23][C:24]1[CH:30]=[CH:29][C:27]([NH2:28])=[CH:26][CH:25]=1.CCN(C(C)C)C(C)C.O. Product: [Cl:1][C:2]1[N:3]=[C:4]([NH:28][C:27]2[CH:29]=[CH:30][C:24]([F:23])=[CH:25][CH:26]=2)[C:5]2[C:10]([I:11])=[CH:9][N:8]([S:12]([C:15]3[CH:21]=[CH:20][C:18]([CH3:19])=[CH:17][CH:16]=3)(=[O:14])=[O:13])[C:6]=2[N:7]=1. The catalyst class is: 225. (2) Reactant: [C:1]([O:5][C:6](=[O:17])[C:7]([C:9]1[C:10]([F:16])=[N:11][C:12]([F:15])=[CH:13][CH:14]=1)=O)([CH3:4])([CH3:3])[CH3:2].[C:18]([NH:22][NH2:23])([CH3:21])([CH3:20])[CH3:19].C(N(CC)CC)C. Product: [C:1]([O:5][C:6](=[O:17])[C:7](=[N:23][NH:22][C:18]([CH3:21])([CH3:20])[CH3:19])[C:9]1[C:10]([F:16])=[N:11][C:12]([F:15])=[CH:13][CH:14]=1)([CH3:4])([CH3:3])[CH3:2]. The catalyst class is: 14. (3) Reactant: C([Li])CCC.[F:6][C:7]1[C:12]([O:13][CH2:14][O:15][CH3:16])=[CH:11][CH:10]=[CH:9][C:8]=1[C:17]1[CH:22]=[CH:21][C:20]([F:23])=[CH:19][CH:18]=1.CN([CH:27]=[O:28])C.[Cl-].[NH4+]. Product: [F:6][C:7]1[C:12]([O:13][CH2:14][O:15][CH3:16])=[C:11]([CH:27]=[O:28])[CH:10]=[CH:9][C:8]=1[C:17]1[CH:18]=[CH:19][C:20]([F:23])=[CH:21][CH:22]=1. The catalyst class is: 56. (4) Reactant: [CH2:1]([CH:3]1[O:5][CH2:4]1)Br.[Br:6][C:7]1[CH:8]=[C:9]([NH:13][C:14]2[C:23]3[C:18](=[CH:19][C:20]([O:25][CH3:26])=[C:21]([OH:24])[CH:22]=3)[N:17]=[CH:16][N:15]=2)[CH:10]=[CH:11][CH:12]=1.C(=O)([O-])[O-].[K+].[K+]. Product: [Br:6][C:7]1[CH:8]=[C:9]([NH:13][C:14]2[C:23]3[C:18](=[CH:19][C:20]([O:25][CH3:26])=[C:21]([O:24][CH2:1][CH:3]4[CH2:4][O:5]4)[CH:22]=3)[N:17]=[CH:16][N:15]=2)[CH:10]=[CH:11][CH:12]=1. The catalyst class is: 58. (5) Reactant: CC(OC(/N=N/C(OC(C)C)=O)=O)C.C1(P(C2C=CC=CC=2)C2C=CC=CC=2)C=CC=CC=1.[C:34]1([C:40]2[C:41]3[CH:51]=[CH:50][CH:49]=[CH:48][C:42]=3[S:43][C:44]=2[CH:45](O)[CH3:46])[CH:39]=[CH:38][CH:37]=[CH:36][CH:35]=1.C1(P([N:66]=[N+:67]=[N-:68])(C2C=CC=CC=2)=O)C=CC=CC=1. Product: [N:66]([CH:45]([C:44]1[S:43][C:42]2[CH:48]=[CH:49][CH:50]=[CH:51][C:41]=2[C:40]=1[C:34]1[CH:39]=[CH:38][CH:37]=[CH:36][CH:35]=1)[CH3:46])=[N+:67]=[N-:68]. The catalyst class is: 12. (6) Reactant: C(=O)([O-])[O-].[K+].[K+].[CH2:7]([O:9][C:10](=[O:29])[C:11]1[CH:16]=[CH:15][C:14]([N:17]2[C:21]3([CH2:26][CH2:25][CH2:24][CH2:23][CH2:22]3)[C:20](=[O:27])[NH:19][C:18]2=[O:28])=[CH:13][CH:12]=1)[CH3:8].Cl[CH2:31][C:32]([NH:34][C:35]1[C:40]([CH:41]([CH3:43])[CH3:42])=[CH:39][CH:38]=[CH:37][C:36]=1[CH:44]([CH3:46])[CH3:45])=[O:33].O. Product: [CH2:7]([O:9][C:10](=[O:29])[C:11]1[CH:12]=[CH:13][C:14]([N:17]2[C:21]3([CH2:26][CH2:25][CH2:24][CH2:23][CH2:22]3)[C:20](=[O:27])[N:19]([CH2:31][C:32](=[O:33])[NH:34][C:35]3[C:36]([CH:44]([CH3:46])[CH3:45])=[CH:37][CH:38]=[CH:39][C:40]=3[CH:41]([CH3:43])[CH3:42])[C:18]2=[O:28])=[CH:15][CH:16]=1)[CH3:8]. The catalyst class is: 9.